Dataset: Forward reaction prediction with 1.9M reactions from USPTO patents (1976-2016). Task: Predict the product of the given reaction. The product is: [F:61][CH:59]([F:60])[O:58][C:56]1[N:55]=[C:54]([S:62][CH2:63][C:64]2[CH:69]=[CH:68][CH:67]=[C:66]([F:70])[C:65]=2[F:71])[N:53]=[C:52]([NH:10][S:7]([C:5]2[N:4]=[CH:3][N:2]([CH3:1])[CH:6]=2)(=[O:9])=[O:8])[CH:57]=1. Given the reactants [CH3:1][N:2]1[CH:6]=[C:5]([S:7]([NH2:10])(=[O:9])=[O:8])[N:4]=[CH:3]1.C1(P(C2CCCCC2)C2C=CC=CC=2C2C(C(C)C)=CC(C(C)C)=CC=2C(C)C)CCCCC1.C(=O)([O-])[O-].[Cs+].[Cs+].Cl[C:52]1[CH:57]=[C:56]([O:58][CH:59]([F:61])[F:60])[N:55]=[C:54]([S:62][CH2:63][C:64]2[CH:69]=[CH:68][CH:67]=[C:66]([F:70])[C:65]=2[F:71])[N:53]=1, predict the reaction product.